From a dataset of Catalyst prediction with 721,799 reactions and 888 catalyst types from USPTO. Predict which catalyst facilitates the given reaction. (1) Reactant: [F:1][C:2]1[CH:27]=[CH:26][C:5]([CH2:6][C:7]2[C:16]([O:17]C)=[CH:15][CH:14]=[C:13]3[C:8]=2[C:9](=[O:25])[N:10]([CH2:21][CH2:22][CH2:23][OH:24])[C:11](=[O:20])[N:12]3[CH3:19])=[CH:4][CH:3]=1.B(Br)(Br)Br.C([O-])(O)=O.[Na+]. Product: [F:1][C:2]1[CH:3]=[CH:4][C:5]([CH2:6][C:7]2[C:16]([OH:17])=[CH:15][CH:14]=[C:13]3[C:8]=2[C:9](=[O:25])[N:10]([CH2:21][CH2:22][CH2:23][OH:24])[C:11](=[O:20])[N:12]3[CH3:19])=[CH:26][CH:27]=1. The catalyst class is: 2. (2) Reactant: [Si:1]([O:8][CH2:9][C:10]1[CH:15]=[CH:14][N+:13]([O-])=[CH:12][CH:11]=1)([C:4]([CH3:7])([CH3:6])[CH3:5])([CH3:3])[CH3:2].C[Si]([C:21]#[N:22])(C)C. Product: [Si:1]([O:8][CH2:9][C:10]1[CH:15]=[CH:14][N:13]=[C:12]([C:21]#[N:22])[CH:11]=1)([C:4]([CH3:7])([CH3:6])[CH3:5])([CH3:3])[CH3:2]. The catalyst class is: 66. (3) Reactant: O1CCCC1.[CH3:6][C:7]1[N:8]=[CH:9][S:10][CH:11]=1.C([Li])CCC.[CH3:17][C:18]([N:26]1[CH2:31][CH2:30][C:29]([NH:34][C:35]2[CH:40]=[CH:39][CH:38]=[CH:37][CH:36]=2)(C#N)[CH2:28][CH2:27]1)([C:20]1[CH:25]=[CH:24][CH:23]=[CH:22][CH:21]=1)[CH3:19]. Product: [CH3:19][C:18]([N:26]1[CH2:27][CH2:28][C:29]([NH:34][C:35]2[CH:40]=[CH:39][CH:38]=[CH:37][CH:36]=2)([C:9]2[S:10][CH:11]=[C:7]([CH3:6])[N:8]=2)[CH2:30][CH2:31]1)([C:20]1[CH:21]=[CH:22][CH:23]=[CH:24][CH:25]=1)[CH3:17]. The catalyst class is: 6. (4) Product: [Cl:8][C:4]1[CH:5]=[CH:6][CH:7]=[C:2]([Cl:1])[C:3]=1[C:9]1[C:13]([CH2:14][O:15][C:16]2[CH:17]=[CH:18][C:19]([C:22]3[CH:23]=[C:24]4[C:29](=[CH:30][CH:31]=3)[C:28]([C:32]#[N:34])=[CH:27][CH:26]=[CH:25]4)=[CH:20][CH:21]=2)=[C:12]([CH:35]([CH3:37])[CH3:36])[O:11][N:10]=1. The catalyst class is: 2. Reactant: [Cl:1][C:2]1[CH:7]=[CH:6][CH:5]=[C:4]([Cl:8])[C:3]=1[C:9]1[C:13]([CH2:14][O:15][C:16]2[CH:21]=[CH:20][C:19]([C:22]3[CH:23]=[C:24]4[C:29](=[CH:30][CH:31]=3)[C:28]([C:32]([NH2:34])=O)=[CH:27][CH:26]=[CH:25]4)=[CH:18][CH:17]=2)=[C:12]([CH:35]([CH3:37])[CH3:36])[O:11][N:10]=1.C(N(CC)CC)C.P(Cl)(Cl)(Cl)=O.C(=O)([O-])O.[NH4+].